Dataset: Full USPTO retrosynthesis dataset with 1.9M reactions from patents (1976-2016). Task: Predict the reactants needed to synthesize the given product. (1) Given the product [OH:8][C:6]1[CH:5]=[CH:4][N:3]2[C:10]([C:11]([O:13][CH2:14][CH3:15])=[O:12])=[CH:16][N:1]=[C:2]2[CH:7]=1, predict the reactants needed to synthesize it. The reactants are: [NH2:1][C:2]1[CH:7]=[C:6]([OH:8])[CH:5]=[CH:4][N:3]=1.Cl[CH:10]([CH:16]=O)[C:11]([O:13][CH2:14][CH3:15])=[O:12]. (2) Given the product [CH3:26][O:27][C:28](=[O:34])[CH:29]([O:23][C:21]1[CH:20]=[CH:19][C:16]2[C:17]3[N:11]([CH2:12][CH2:13][O:14][C:15]=2[CH:22]=1)[CH:10]=[C:9]([C:8]1[N:4]([CH2:3][C:2]([F:24])([F:1])[F:25])[N:5]=[CH:6][N:7]=1)[N:18]=3)[CH:30]([CH3:32])[CH3:31], predict the reactants needed to synthesize it. The reactants are: [F:1][C:2]([F:25])([F:24])[CH2:3][N:4]1[C:8]([C:9]2[N:18]=[C:17]3[N:11]([CH2:12][CH2:13][O:14][C:15]4[CH:22]=[C:21]([OH:23])[CH:20]=[CH:19][C:16]=43)[CH:10]=2)=[N:7][CH:6]=[N:5]1.[CH3:26][O:27][C:28](=[O:34])[CH:29](O)[CH:30]([CH3:32])[CH3:31].CO.